This data is from Reaction yield outcomes from USPTO patents with 853,638 reactions. The task is: Predict the reaction yield, written as a fraction of the theoretical maximum amount of product (1.0 means a 100% yield; for example, 0.34 means a 34% yield). The reactants are [NH2:1][C@@H:2]([C:4](O)=[O:5])[CH3:3].[H-].[H-].[H-].[H-].[Li+].[Al+3].C1COCC1.[CH3:30][C:29]([O:28][C:26](O[C:26]([O:28][C:29]([CH3:32])([CH3:31])[CH3:30])=[O:27])=[O:27])([CH3:32])[CH3:31]. The catalyst is C(Cl)Cl. The product is [C:26]([C@@H:4]([OH:5])[CH:2]([NH2:1])[CH3:3])([O:28][C:29]([CH3:30])([CH3:31])[CH3:32])=[O:27]. The yield is 0.630.